From a dataset of Forward reaction prediction with 1.9M reactions from USPTO patents (1976-2016). Predict the product of the given reaction. (1) Given the reactants [C:1](=[O:8])([O:3][C:4]([CH3:7])([CH3:6])[CH3:5])[NH2:2].C(=O)([O-])[O-].[Cs+].[Cs+].CC1(C)C2C(=C(P(C3C=CC=CC=3)C3C=CC=CC=3)C=CC=2)OC2C(P(C3C=CC=CC=3)C3C=CC=CC=3)=CC=CC1=2.Br[C:58]1[CH:59]=[CH:60][C:61]2[O:62][CH2:63][C:64](=[O:77])[N:65]([CH2:68][C:69]3[CH:74]=[CH:73][C:72]([O:75][CH3:76])=[CH:71][CH:70]=3)[C:66]=2[N:67]=1, predict the reaction product. The product is: [C:4]([O:3][C:1](=[O:8])[NH:2][C:58]1[CH:59]=[CH:60][C:61]2[O:62][CH2:63][C:64](=[O:77])[N:65]([CH2:68][C:69]3[CH:74]=[CH:73][C:72]([O:75][CH3:76])=[CH:71][CH:70]=3)[C:66]=2[N:67]=1)([CH3:7])([CH3:6])[CH3:5]. (2) Given the reactants Br[C:2]1[N:10]=[CH:9][N:8]=[C:7]2[C:3]=1[N:4]=[CH:5][NH:6]2.[NH2:11][CH:12]([C:14]1[C:19]([C:20]2[CH:25]=[CH:24][CH:23]=[C:22]([F:26])[CH:21]=2)=[C:18]([N:27]2[CH2:31][CH2:30][CH2:29][C:28]2=[O:32])[C:17]([CH3:33])=[C:16]([Cl:34])[CH:15]=1)[CH3:13].C(N(CC)C(C)C)(C)C, predict the reaction product. The product is: [Cl:34][C:16]1[CH:15]=[C:14]([CH:12]([NH:11][C:2]2[N:10]=[CH:9][N:8]=[C:7]3[C:3]=2[N:4]=[CH:5][NH:6]3)[CH3:13])[C:19]([C:20]2[CH:25]=[CH:24][CH:23]=[C:22]([F:26])[CH:21]=2)=[C:18]([N:27]2[CH2:31][CH2:30][CH2:29][C:28]2=[O:32])[C:17]=1[CH3:33]. (3) The product is: [O:1]=[C:2]1[CH2:3][CH:4]([NH:11][C:14](=[O:23])[O:40][CH2:33][C:34]2[CH:39]=[CH:38][CH:37]=[CH:36][CH:35]=2)[CH2:5]1. Given the reactants [O:1]=[C:2]1[CH2:5][CH:4](C(O)=O)[CH2:3]1.C([N:11]([CH2:14]C)CC)C.C1(P(N=[N+]=[N-])(C2C=CC=CC=2)=[O:23])C=CC=CC=1.[CH2:33]([OH:40])[C:34]1[CH:39]=[CH:38][CH:37]=[CH:36][CH:35]=1, predict the reaction product. (4) The product is: [N:49]1([C:55]([O:39][C@H:36]2[CH2:37][CH2:38][C@@H:33]([C:30]3[CH:31]=[CH:32][C:27]([C:23]4[N:22]=[C:21]5[N:40]([CH2:41][O:42][CH2:43][CH2:44][Si:45]([CH3:48])([CH3:47])[CH3:46])[C:18]([O:17][C@@H:16]6[CH2:15][O:14][C@@H:13]7[C@H:9]([O:8][Si:1]([C:4]([CH3:6])([CH3:7])[CH3:5])([CH3:3])[CH3:2])[CH2:10][O:11][C@H:12]67)=[N:19][C:20]5=[CH:25][C:24]=4[Cl:26])=[CH:28][CH:29]=3)[CH2:34][CH2:35]2)=[O:56])[CH2:54][CH2:53][O:52][CH2:51][CH2:50]1. Given the reactants [Si:1]([O:8][C@H:9]1[C@H:13]2[O:14][CH2:15][C@@H:16]([O:17][C:18]3[N:40]([CH2:41][O:42][CH2:43][CH2:44][Si:45]([CH3:48])([CH3:47])[CH3:46])[C:21]4=[N:22][C:23]([C:27]5[CH:32]=[CH:31][C:30]([C@@H:33]6[CH2:38][CH2:37][C@H:36]([OH:39])[CH2:35][CH2:34]6)=[CH:29][CH:28]=5)=[C:24]([Cl:26])[CH:25]=[C:20]4[N:19]=3)[C@H:12]2[O:11][CH2:10]1)([C:4]([CH3:7])([CH3:6])[CH3:5])([CH3:3])[CH3:2].[N:49]1([C:55](Cl)=[O:56])[CH2:54][CH2:53][O:52][CH2:51][CH2:50]1, predict the reaction product. (5) The product is: [Cl:1][C:2]1[C:3](=[O:15])[N:4]([CH:9]2[CH2:14][CH2:13][CH2:12][CH2:11][O:10]2)[N:5]=[CH:6][C:7]=1[O:28][C:22]1[CH:27]=[CH:26][CH:25]=[CH:24][CH:23]=1. Given the reactants [Cl:1][C:2]1[C:3](=[O:15])[N:4]([CH:9]2[CH2:14][CH2:13][CH2:12][CH2:11][O:10]2)[N:5]=[CH:6][C:7]=1Cl.C(=O)([O-])[O-].[K+].[K+].[C:22]1([OH:28])[CH:27]=[CH:26][CH:25]=[CH:24][CH:23]=1, predict the reaction product.